The task is: Predict the reaction yield, written as a fraction of the theoretical maximum amount of product (1.0 means a 100% yield; for example, 0.34 means a 34% yield).. This data is from Reaction yield outcomes from USPTO patents with 853,638 reactions. (1) The reactants are C[O:2][C:3]([C:5]1[N:6]=[CH:7][N:8]([CH2:10][O:11][CH2:12][CH2:13][Si:14]([CH3:17])([CH3:16])[CH3:15])[CH:9]=1)=[O:4].[OH-].[Na+:19]. The catalyst is CO. The product is [Na+:19].[CH3:15][Si:14]([CH3:17])([CH3:16])[CH2:13][CH2:12][O:11][CH2:10][N:8]1[CH:9]=[C:5]([C:3]([O-:4])=[O:2])[N:6]=[CH:7]1. The yield is 1.00. (2) The reactants are [C:1]([O:5][C:6]([N:8]1[CH2:13][CH2:12][CH:11]([C:14]2[CH:15]=[C:16]3[C:25](=[CH:26][C:27]=2Br)[O:24][CH2:23][C:22]2[N:17]3[CH:18]([CH3:30])[C:19](=[O:29])[NH:20][N:21]=2)[CH2:10][CH2:9]1)=[O:7])([CH3:4])([CH3:3])[CH3:2].[C:31]1(B(O)O)[CH:36]=[CH:35][CH:34]=[CH:33][CH:32]=1.C([O-])([O-])=O.[K+].[K+]. The catalyst is O1CCOCC1.O. The product is [C:1]([O:5][C:6]([N:8]1[CH2:13][CH2:12][CH:11]([C:14]2[C:27]([C:31]3[CH:36]=[CH:35][CH:34]=[CH:33][CH:32]=3)=[CH:26][C:25]3[O:24][CH2:23][C:22]4=[N:21][NH:20][C:19](=[O:29])[CH:18]([CH3:30])[N:17]4[C:16]=3[CH:15]=2)[CH2:10][CH2:9]1)=[O:7])([CH3:4])([CH3:3])[CH3:2]. The yield is 1.00. (3) The reactants are [NH2:1][C:2]1[CH:16]=[CH:15][C:5]([CH2:6][P:7](=[O:14])([O:11][CH2:12][CH3:13])[O:8][CH2:9][CH3:10])=[CH:4][CH:3]=1.[Cl:17][C:18]1[CH:23]=[CH:22][C:21]([C:24]2[C:28]([CH2:29][CH2:30][C:31](O)=[O:32])=[CH:27][O:26][N:25]=2)=[CH:20][CH:19]=1.O.ON1C2C=CC=CC=2N=N1.Cl.C(N=C=NCCCN(C)C)C. The catalyst is O.CN(C)C=O. The product is [CH2:12]([O:11][P:7]([CH2:6][C:5]1[CH:4]=[CH:3][C:2]([NH:1][C:31](=[O:32])[CH2:30][CH2:29][C:28]2[C:24]([C:21]3[CH:22]=[CH:23][C:18]([Cl:17])=[CH:19][CH:20]=3)=[N:25][O:26][CH:27]=2)=[CH:16][CH:15]=1)([O:8][CH2:9][CH3:10])=[O:14])[CH3:13]. The yield is 0.910.